From a dataset of Full USPTO retrosynthesis dataset with 1.9M reactions from patents (1976-2016). Predict the reactants needed to synthesize the given product. (1) Given the product [C:15]1([CH:14]([C:21]2[CH:26]=[CH:25][CH:24]=[CH:23][CH:22]=2)[CH2:13][NH:12][C:4]2[N:3]=[C:2]([NH:27][C@H:28]([CH2:31][CH3:32])[CH2:29][OH:30])[N:10]=[C:9]3[C:5]=2[N:6]=[CH:7][N:8]3[CH3:11])[CH:20]=[CH:19][CH:18]=[CH:17][CH:16]=1, predict the reactants needed to synthesize it. The reactants are: Cl[C:2]1[N:10]=[C:9]2[C:5]([N:6]=[CH:7][N:8]2[CH3:11])=[C:4]([NH:12][CH2:13][CH:14]([C:21]2[CH:26]=[CH:25][CH:24]=[CH:23][CH:22]=2)[C:15]2[CH:20]=[CH:19][CH:18]=[CH:17][CH:16]=2)[N:3]=1.[NH2:27][C@H:28]([CH2:31][CH3:32])[CH2:29][OH:30]. (2) Given the product [C:1]([C:5]1[CH:6]=[C:7]([NH:18][C:37]([C:33]2[C:34]3[C:29](=[CH:28][C:27]([O:26][C:22]4[CH:21]=[C:20]([Cl:19])[N:25]=[CH:24][N:23]=4)=[CH:36][CH:35]=3)[CH:30]=[CH:31][CH:32]=2)=[O:38])[N:8]([C:10]2[CH:11]=[CH:12][C:13]([CH3:41])=[CH:14][CH:15]=2)[N:9]=1)([CH3:2])([CH3:3])[CH3:4], predict the reactants needed to synthesize it. The reactants are: [C:1]([C:5]1[CH:6]=[C:7]([NH2:18])[N:8]([C:10]2[CH:15]=[CH:14][C:13](OC)=[CH:12][CH:11]=2)[N:9]=1)([CH3:4])([CH3:3])[CH3:2].[Cl:19][C:20]1[N:25]=[CH:24][N:23]=[C:22]([O:26][C:27]2[CH:28]=[C:29]3[C:34](=[CH:35][CH:36]=2)[C:33]([C:37](Cl)=[O:38])=[CH:32][CH:31]=[CH:30]3)[CH:21]=1.N1C=CC=C[CH:41]=1.C([O-])([O-])=O.[Na+].[Na+]. (3) Given the product [Br:3][C:4]1[CH:9]=[C:8]([C:10]2[CH:14]=[N:13][N:12]([CH3:17])[N:11]=2)[CH:7]=[CH:6][N:5]=1, predict the reactants needed to synthesize it. The reactants are: [H-].[Na+].[Br:3][C:4]1[CH:9]=[C:8]([C:10]2[N:11]=[N:12][NH:13][CH:14]=2)[CH:7]=[CH:6][N:5]=1.CI.[CH3:17]COC(C)=O.